This data is from Full USPTO retrosynthesis dataset with 1.9M reactions from patents (1976-2016). The task is: Predict the reactants needed to synthesize the given product. (1) Given the product [CH3:1][C:2]1[CH:7]=[C:20]([C@H:19]([OH:23])[CH2:21][OH:24])[CH:5]=[CH:4][C:3]=1[N+:10]([O-:12])=[O:11], predict the reactants needed to synthesize it. The reactants are: [CH3:1][C:2]1[CH:7]=C(C=C)[CH:5]=[CH:4][C:3]=1[N+:10]([O-:12])=[O:11].S([O-])([O-])=O.[Na+].[Na+].[C:19]([OH:23])(C)([CH3:21])[CH3:20].[OH2:24]. (2) Given the product [CH:20]1[C:21]2[C:16](=[C:15]([NH:14][C:12](=[O:13])/[CH:11]=[CH:10]/[CH:9]=[C:8](\[C:5]3[CH:6]=[CH:7][C:2]([NH:1][S:36]([CH3:35])(=[O:38])=[O:37])=[CH:3][CH:4]=3)/[C:25]3[CH:26]=[CH:27][C:28]([C:31]([F:34])([F:32])[F:33])=[CH:29][CH:30]=3)[CH:24]=[CH:23][CH:22]=2)[CH:17]=[CH:18][N:19]=1, predict the reactants needed to synthesize it. The reactants are: [NH2:1][C:2]1[CH:7]=[CH:6][C:5](/[C:8](/[C:25]2[CH:30]=[CH:29][C:28]([C:31]([F:34])([F:33])[F:32])=[CH:27][CH:26]=2)=[CH:9]\[CH:10]=[CH:11]\[C:12]([NH:14][C:15]2[CH:24]=[CH:23][CH:22]=[C:21]3[C:16]=2[CH:17]=[CH:18][N:19]=[CH:20]3)=[O:13])=[CH:4][CH:3]=1.[CH3:35][S:36](Cl)(=[O:38])=[O:37].C(N(CC)CC)C. (3) Given the product [C:13]([O:12][C:10]([N:17]1[CH2:24][CH2:23][CH2:22][CH:18]1[C:19](=[O:20])[NH:7][CH2:6][C:5]1[CH:8]=[CH:9][C:2]([Br:1])=[CH:3][CH:4]=1)=[O:11])([CH3:16])([CH3:15])[CH3:14], predict the reactants needed to synthesize it. The reactants are: [Br:1][C:2]1[CH:9]=[CH:8][C:5]([CH2:6][NH2:7])=[CH:4][CH:3]=1.[C:10]([N:17]1[CH2:24][CH2:23][CH2:22][C@H:18]1[C:19](O)=[O:20])([O:12][C:13]([CH3:16])([CH3:15])[CH3:14])=[O:11].CN1CCOCC1.CN(C(ON1N=NC2C=CC=NC1=2)=[N+](C)C)C.F[P-](F)(F)(F)(F)F. (4) Given the product [NH2:41][C:2]1[CH:3]=[C:4]([C:37]([O:39][CH3:40])=[O:38])[C:5]([F:36])=[C:6]([C@:8]2([CH3:35])[C@H:14]3[C@:12]([C:15]([O:17][CH3:18])=[O:16])([CH2:13]3)[S:11][C:10]([N:19]([C:28]([O:30][C:31]([CH3:34])([CH3:33])[CH3:32])=[O:29])[CH2:20][O:21][CH2:22][CH2:23][Si:24]([CH3:27])([CH3:26])[CH3:25])=[N:9]2)[CH:7]=1, predict the reactants needed to synthesize it. The reactants are: Br[C:2]1[CH:3]=[C:4]([C:37]([O:39][CH3:40])=[O:38])[C:5]([F:36])=[C:6]([C@:8]2([CH3:35])[C@H:14]3[C@:12]([C:15]([O:17][CH3:18])=[O:16])([CH2:13]3)[S:11][C:10]([N:19]([C:28]([O:30][C:31]([CH3:34])([CH3:33])[CH3:32])=[O:29])[CH2:20][O:21][CH2:22][CH2:23][Si:24]([CH3:27])([CH3:26])[CH3:25])=[N:9]2)[CH:7]=1.[N-:41]=[N+]=[N-].[Na+].O[C@H]([C@@H]1C([O-])=C(O)C(=O)O1)CO.[Na+].CN[C@@H]1CCCC[C@H]1NC.[Br-].CP(C)C. (5) Given the product [Cl:12][C:13]1[CH:26]=[CH:25][C:16]([O:17][C:18]2[CH:23]=[CH:22][C:21]([S:24][CH2:3][C:4]3([C:1]([OH:2])=[O:10])[CH2:9][CH2:8][O:7][CH2:6][CH2:5]3)=[CH:20][CH:19]=2)=[CH:15][CH:14]=1, predict the reactants needed to synthesize it. The reactants are: [C:1]1(=[O:10])[C:4]2([CH2:9][CH2:8][O:7][CH2:6][CH2:5]2)[CH2:3][O:2]1.[Na].[Cl:12][C:13]1[CH:26]=[CH:25][C:16]([O:17][C:18]2[CH:23]=[CH:22][C:21]([SH:24])=[CH:20][CH:19]=2)=[CH:15][CH:14]=1.[H-].[Na+].